This data is from Reaction yield outcomes from USPTO patents with 853,638 reactions. The task is: Predict the reaction yield, written as a fraction of the theoretical maximum amount of product (1.0 means a 100% yield; for example, 0.34 means a 34% yield). The reactants are [H-].[Na+].[CH3:3][O:4][C:5]([O:14][CH3:15])([CH3:13])[C:6](=[O:12])[CH2:7][C:8]([O:10][CH3:11])=[O:9].I[CH2:17][CH2:18][CH2:19][CH2:20][CH2:21][O:22][C:23]1[CH:28]=[CH:27][C:26]([C:29]2[CH:34]=[CH:33][CH:32]=[CH:31][CH:30]=2)=[CH:25][CH:24]=1. The catalyst is CN(C=O)C. The product is [C:26]1([C:29]2[CH:30]=[CH:31][CH:32]=[CH:33][CH:34]=2)[CH:25]=[CH:24][C:23]([O:22][CH2:21][CH2:20][CH2:19][CH2:18][CH2:17][CH:7]([C:6](=[O:12])[C:5]([O:4][CH3:3])([O:14][CH3:15])[CH3:13])[C:8]([O:10][CH3:11])=[O:9])=[CH:28][CH:27]=1. The yield is 0.790.